From a dataset of Forward reaction prediction with 1.9M reactions from USPTO patents (1976-2016). Predict the product of the given reaction. (1) The product is: [Cl:26][C:21]1[CH:20]=[C:19]([NH:18][C:5]2[C:4]3[C:9](=[C:10]([C:12]([F:13])([F:14])[F:15])[CH:11]=[C:2]([NH:1][CH2:32][C:31]4[S:27][CH:28]=[N:29][CH:30]=4)[CH:3]=3)[N:8]=[CH:7][C:6]=2[C:16]#[N:17])[CH:24]=[CH:23][C:22]=1[F:25]. Given the reactants [NH2:1][C:2]1[CH:3]=[C:4]2[C:9](=[C:10]([C:12]([F:15])([F:14])[F:13])[CH:11]=1)[N:8]=[CH:7][C:6]([C:16]#[N:17])=[C:5]2[NH:18][C:19]1[CH:24]=[CH:23][C:22]([F:25])=[C:21]([Cl:26])[CH:20]=1.[S:27]1[C:31]([CH:32]=O)=[CH:30][N:29]=[CH:28]1.[BH3-]C#N.[Na+], predict the reaction product. (2) Given the reactants CS(O[CH2:6][CH2:7][N:8]1[CH:12]=[C:11]([C:13]2[CH:18]=[C:17]([C:19]([O:21]C)=[O:20])[CH:16]=[CH:15][N:14]=2)[N:10]=[CH:9]1)(=O)=O.[CH3:23][NH:24][C:25]1[CH:30]=[CH:29][CH:28]=[CH:27][CH:26]=1, predict the reaction product. The product is: [CH3:23][N:24]([C:25]1[CH:30]=[CH:29][CH:28]=[CH:27][CH:26]=1)[CH2:6][CH2:7][N:8]1[CH:12]=[C:11]([C:13]2[CH:18]=[C:17]([C:19]([OH:21])=[O:20])[CH:16]=[CH:15][N:14]=2)[N:10]=[CH:9]1. (3) The product is: [F:1][C:2]1[CH:3]=[N:4][C:5]([NH:8][C:9]2[S:10][C:11]3[CH2:17][CH2:16][N:15]([CH2:18][C:19]4[N:23]=[C:22]([CH3:24])[O:21][N:20]=4)[C:14]4=[N:25][NH:26][CH:27]=[C:13]4[C:12]=3[N:37]=2)=[N:6][CH:7]=1. Given the reactants [F:1][C:2]1[CH:3]=[N:4][C:5]([NH:8][C:9]2[S:10][C:11]3[CH2:17][CH2:16][N:15]([CH2:18][C:19]4[N:23]=[C:22]([CH3:24])[O:21][N:20]=4)[C:14]4[N:25](CC5C=CC(OC)=CC=5)[N:26]=[CH:27][C:13]=4[C:12]=3[N:37]=2)=[N:6][CH:7]=1, predict the reaction product. (4) Given the reactants Br[C:2]1[CH:7]=[CH:6][C:5]([NH:8][C:9]([NH:11][C:12]2[CH:17]=[C:16]([C:18]([F:21])([F:20])[F:19])[CH:15]=[CH:14][C:13]=2[F:22])=[O:10])=[C:4]([F:23])[CH:3]=1.[B:24]1([B:24]2[O:28][C:27]([CH3:30])([CH3:29])[C:26]([CH3:32])([CH3:31])[O:25]2)[O:28][C:27]([CH3:30])([CH3:29])[C:26]([CH3:32])([CH3:31])[O:25]1.CC([O-])=O.[K+].CS(C)=O, predict the reaction product. The product is: [F:23][C:4]1[CH:3]=[C:2]([B:24]2[O:28][C:27]([CH3:30])([CH3:29])[C:26]([CH3:32])([CH3:31])[O:25]2)[CH:7]=[CH:6][C:5]=1[NH:8][C:9]([NH:11][C:12]1[CH:17]=[C:16]([C:18]([F:21])([F:20])[F:19])[CH:15]=[CH:14][C:13]=1[F:22])=[O:10]. (5) Given the reactants [CH:1]([N:4]([CH2:13][C:14]1[CH:19]=[CH:18][CH:17]=[C:16]([C:20]2[N:24]=[C:23]([C:25]3[CH:30]=[CH:29][C:28]([C:31]4[CH:36]=[CH:35][CH:34]=[CH:33][C:32]=4[CH3:37])=[C:27]([CH2:38][O:39][CH3:40])[CH:26]=3)[O:22][N:21]=2)[CH:15]=1)[CH2:5][C:6]([O:8]C(C)(C)C)=[O:7])([CH3:3])[CH3:2].O1CCOCC1.[ClH:47], predict the reaction product. The product is: [ClH:47].[CH:1]([N:4]([CH2:13][C:14]1[CH:19]=[CH:18][CH:17]=[C:16]([C:20]2[N:24]=[C:23]([C:25]3[CH:30]=[CH:29][C:28]([C:31]4[CH:36]=[CH:35][CH:34]=[CH:33][C:32]=4[CH3:37])=[C:27]([CH2:38][O:39][CH3:40])[CH:26]=3)[O:22][N:21]=2)[CH:15]=1)[CH2:5][C:6]([OH:8])=[O:7])([CH3:3])[CH3:2]. (6) Given the reactants [OH:1][C:2]1[CH:11]=[C:10]([C:12]([OH:14])=[O:13])[C:9]2[C:4](=[CH:5][CH:6]=[CH:7][CH:8]=2)[N:3]=1.[CH3:15]O, predict the reaction product. The product is: [OH:1][C:2]1[CH:11]=[C:10]([C:12]([O:14][CH3:15])=[O:13])[C:9]2[C:4](=[CH:5][CH:6]=[CH:7][CH:8]=2)[N:3]=1. (7) Given the reactants [Cl:1][C:2]1[N:10]=[C:9]2[C:5]([NH:6][CH:7]=[N:8]2)=[C:4](Cl)[N:3]=1.[CH2:12]([NH2:19])[C:13]1[CH:18]=[CH:17][CH:16]=[CH:15][CH:14]=1, predict the reaction product. The product is: [Cl:1][C:2]1[NH:3][C:4]([NH:19][CH2:12][C:13]2[CH:18]=[CH:17][CH:16]=[CH:15][CH:14]=2)=[C:5]2[C:9]([N:10]=1)=[N:8][CH:7]=[N:6]2. (8) The product is: [CH:33]1([NH:32][C:30]([C:28]2[CH:27]=[CH:26][C:25]([CH3:36])=[C:24]([N:23]3[C:21](=[O:22])[C:3]4[C:2](=[CH:20][CH:19]=[C:5]([O:6][C@H:7]5[CH2:11][CH2:10][N:9]([C:12]([O:14][C:15]([CH3:16])([CH3:17])[CH3:18])=[O:13])[CH2:8]5)[CH:4]=4)[N:1]=[CH:37]3)[CH:29]=2)=[O:31])[CH2:34][CH2:35]1. Given the reactants [NH2:1][C:2]1[CH:20]=[CH:19][C:5]([O:6][C@H:7]2[CH2:11][CH2:10][N:9]([C:12]([O:14][C:15]([CH3:18])([CH3:17])[CH3:16])=[O:13])[CH2:8]2)=[CH:4][C:3]=1[C:21]([NH:23][C:24]1[CH:29]=[C:28]([C:30]([NH:32][CH:33]2[CH2:35][CH2:34]2)=[O:31])[CH:27]=[CH:26][C:25]=1[CH3:36])=[O:22].[CH2:37](OC(OCC)OCC)C, predict the reaction product. (9) Given the reactants C[O:2][C:3](=[O:38])[C:4]1[CH:9]=[CH:8][CH:7]=[C:6]([NH:10][C:11]([N:13]2[CH2:18][CH2:17][CH2:16][CH:15]([C:19]3([CH2:30][C:31]4[CH:36]=[CH:35][CH:34]=[C:33]([Cl:37])[CH:32]=4)[C:27]4[C:22](=[CH:23][C:24]([Cl:28])=[CH:25][CH:26]=4)[NH:21][C:20]3=[O:29])[CH2:14]2)=[O:12])[CH:5]=1.O.[OH-].[Li+], predict the reaction product. The product is: [Cl:28][C:24]1[CH:23]=[C:22]2[C:27]([C:19]([CH:15]3[CH2:16][CH2:17][CH2:18][N:13]([C:11]([NH:10][C:6]4[CH:5]=[C:4]([CH:9]=[CH:8][CH:7]=4)[C:3]([OH:38])=[O:2])=[O:12])[CH2:14]3)([CH2:30][C:31]3[CH:36]=[CH:35][CH:34]=[C:33]([Cl:37])[CH:32]=3)[C:20](=[O:29])[NH:21]2)=[CH:26][CH:25]=1. (10) The product is: [Cl:29][C:26]1[CH:27]=[CH:28][C:23]([S:20]([NH:19][C:4]2[C:5]([C:8]3[C:10]4[C:11](=[CH:15][CH:16]=[CH:17][CH:18]=4)[C:12](=[O:14])[NH:36][N:35]=3)=[N:6][CH:7]=[C:2]([Cl:1])[CH:3]=2)(=[O:21])=[O:22])=[CH:24][C:25]=1[C:30]([F:33])([F:32])[F:31]. Given the reactants [Cl:1][C:2]1[CH:3]=[C:4]([NH:19][S:20]([C:23]2[CH:28]=[CH:27][C:26]([Cl:29])=[C:25]([C:30]([F:33])([F:32])[F:31])[CH:24]=2)(=[O:22])=[O:21])[C:5]([C:8]([C:10]2[CH:18]=[CH:17][CH:16]=[CH:15][C:11]=2[C:12]([OH:14])=O)=O)=[N:6][CH:7]=1.O.[NH2:35][NH2:36], predict the reaction product.